Task: Predict the reaction yield, written as a fraction of the theoretical maximum amount of product (1.0 means a 100% yield; for example, 0.34 means a 34% yield).. Dataset: Reaction yield outcomes from USPTO patents with 853,638 reactions (1) The reactants are [Br:1][C:2]1[CH:7]=[CH:6][C:5]([OH:8])=[CH:4][CH:3]=1.[F:9][C:10]1[CH:17]=[CH:16][C:13]([CH2:14]O)=[CH:12][CH:11]=1.O. The catalyst is C(Cl)CCl.[Br-].[Zn+2].[Br-]. The yield is 0.380. The product is [Br:1][C:2]1[CH:7]=[CH:6][C:5]([OH:8])=[C:4]([CH2:14][C:13]2[CH:16]=[CH:17][C:10]([F:9])=[CH:11][CH:12]=2)[CH:3]=1. (2) The reactants are [Cl:1][C:2]1[CH:7]=[CH:6][N:5]2[N:8]=[C:9]([C:13]3[CH:18]=[CH:17][C:16]([F:19])=[CH:15][CH:14]=3)[C:10]([CH:11]=[O:12])=[C:4]2[CH:3]=1.C([Mg]Br)#C.O.O1C[CH2:28][CH2:27][CH2:26]1. The product is [Cl:1][C:2]1[CH:7]=[CH:6][N:5]2[N:8]=[C:9]([C:13]3[CH:18]=[CH:17][C:16]([F:19])=[CH:15][CH:14]=3)[C:10]([C:11](=[O:12])[C:26]#[C:27][CH3:28])=[C:4]2[CH:3]=1. The yield is 0.620. No catalyst specified.